This data is from Reaction yield outcomes from USPTO patents with 853,638 reactions. The task is: Predict the reaction yield, written as a fraction of the theoretical maximum amount of product (1.0 means a 100% yield; for example, 0.34 means a 34% yield). (1) The reactants are [Cl:1][C:2]1[CH:24]=[C:23]([C:25]([NH:27][CH2:28][C:29]2[CH:34]=[C:33]([OH:35])[CH:32]=[C:31]([OH:36])[CH:30]=2)=[O:26])[CH:22]=[CH:21][C:3]=1[C:4]([NH:6][C@H:7]([C:17]([O:19]C)=[O:18])[CH2:8][NH:9][C:10]([C:12]1[S:13][CH:14]=[CH:15][CH:16]=1)=[O:11])=[O:5].O.[OH-].[Li+].O. The catalyst is O1CCCC1.CO. The product is [Cl:1][C:2]1[CH:24]=[C:23]([C:25]([NH:27][CH2:28][C:29]2[CH:34]=[C:33]([OH:35])[CH:32]=[C:31]([OH:36])[CH:30]=2)=[O:26])[CH:22]=[CH:21][C:3]=1[C:4]([NH:6][C@H:7]([C:17]([OH:19])=[O:18])[CH2:8][NH:9][C:10]([C:12]1[S:13][CH:14]=[CH:15][CH:16]=1)=[O:11])=[O:5]. The yield is 0.260. (2) The reactants are [C:1]([O:5][C@@H:6]([C:11]1[C:40]([CH3:41])=[C:39](Br)[C:38]2=[N:43][C:35]3=[C:36](Br)[N:37]2[C:12]=1[N:13]1[CH2:50][CH2:49][C:16]([CH3:51])([O:17][CH2:18][CH2:19][CH2:20][CH2:21][C@H:22]([CH3:48])[O:23][C:24]2[CH:25]=[C:26]([CH3:47])[C:27]([F:46])=[CH:28][C:29]=2[C:30]2[CH:45]=[C:34]3[CH:33]=[CH:32][CH:31]=2)[CH2:15][CH2:14]1)[C:7]([O:9]C)=[O:8])([CH3:4])([CH3:3])[CH3:2].[CH3:52][S:53]([NH2:56])(=[O:55])=[O:54].C([O-])([O-])=O.[K+].[K+].O[Li].O. The catalyst is CN(C=O)C.[Cu]I.O. The product is [C:1]([O:5][C@@H:6]([C:11]1[C:40]([CH3:41])=[C:39]([NH:56][S:53]([CH3:52])(=[O:55])=[O:54])[C:38]2=[N:43][C:35]3=[CH:36][N:37]2[C:12]=1[N:13]1[CH2:50][CH2:49][C:16]([CH3:51])([O:17][CH2:18][CH2:19][CH2:20][CH2:21][C@H:22]([CH3:48])[O:23][C:24]2[CH:25]=[C:26]([CH3:47])[C:27]([F:46])=[CH:28][C:29]=2[C:30]2[CH:45]=[C:34]3[CH:33]=[CH:32][CH:31]=2)[CH2:15][CH2:14]1)[C:7]([OH:9])=[O:8])([CH3:2])([CH3:3])[CH3:4]. The yield is 0.120. (3) The reactants are [Cl-].O[NH3+:3].[C:4](=[O:7])([O-])[OH:5].[Na+].CS(C)=O.[C:13]([C:15]1[CH:20]=[CH:19][CH:18]=[CH:17][C:16]=1[C:21]1[CH:26]=[CH:25][C:24]([CH2:27][C:28]2[C:33](=[O:34])[N:32]([C:35]3[CH:45]=[CH:44][C:38]([C:39]([N:41]([CH3:43])[CH3:42])=[O:40])=[CH:37][CH:36]=3)[C:31]([CH3:46])=[N:30][C:29]=2[CH2:47][CH2:48][CH3:49])=[CH:23][CH:22]=1)#[N:14]. The catalyst is O.C(OCC)(=O)C. The product is [CH3:43][N:41]([CH3:42])[C:39](=[O:40])[C:38]1[CH:37]=[CH:36][C:35]([N:32]2[C:33](=[O:34])[C:28]([CH2:27][C:24]3[CH:23]=[CH:22][C:21]([C:16]4[CH:17]=[CH:18][CH:19]=[CH:20][C:15]=4[C:13]4[NH:3][C:4](=[O:7])[O:5][N:14]=4)=[CH:26][CH:25]=3)=[C:29]([CH2:47][CH2:48][CH3:49])[N:30]=[C:31]2[CH3:46])=[CH:45][CH:44]=1. The yield is 0.360. (4) The reactants are O.O.Cl.[NH2:4][C:5]1[N:14]=[C:13]([NH2:15])[C:12]2[C:7](=[N:8][CH:9]=[C:10]([CH2:16][N:17]([CH3:27])[C:18]3[CH:26]=[CH:25][C:21]([C:22](O)=[O:23])=[CH:20][CH:19]=3)[N:11]=2)[N:6]=1.NC1N=C(N)C2C(=NC=C(CN(C3C=CC(C(O)=O)=CC=3)C)N=2)N=1.O.O.C(P(=O)(OCC)OCC)#N.CCN(C(C)C)C(C)C.C(O)(=O)C.[CH2:77]([O:79][C:80](=[O:96])[C@@H:81]([N:83]([CH2:93][CH2:94][NH2:95])[PH:84]([O:86][C:87]1[CH:92]=[CH:91][CH:90]=[CH:89][CH:88]=1)=[O:85])[CH3:82])[CH3:78]. The catalyst is CN(C=O)C. The product is [CH2:77]([O:79][C:80](=[O:96])[CH:81]([N:83]([CH2:93][CH2:94][NH:95][C:22](=[O:23])[C:21]1[CH:20]=[CH:19][C:18]([N:17]([CH2:16][C:10]2[N:11]=[C:12]3[C:7](=[N:8][CH:9]=2)[N:6]=[C:5]([NH2:4])[N:14]=[C:13]3[NH2:15])[CH3:27])=[CH:26][CH:25]=1)[PH:84]([O:86][C:87]1[CH:92]=[CH:91][CH:90]=[CH:89][CH:88]=1)=[O:85])[CH3:82])[CH3:78]. The yield is 0.260. (5) The reactants are [BH4-].[Na+].[F:3][C:4]1[CH:9]=[CH:8][C:7]([C:10]2[O:14][C:13]([CH:15]=[O:16])=[N:12][CH:11]=2)=[CH:6][CH:5]=1.O. The catalyst is CO. The product is [F:3][C:4]1[CH:5]=[CH:6][C:7]([C:10]2[O:14][C:13]([CH2:15][OH:16])=[N:12][CH:11]=2)=[CH:8][CH:9]=1. The yield is 0.790. (6) The reactants are [CH3:1][C:2](C)([O-])[CH3:3].[K+].[C:7]([NH:17][CH2:18][CH2:19][CH2:20][CH2:21][C:22]1[CH:27]=[CH:26][C:25]([OH:28])=[CH:24][CH:23]=1)([O:9][CH2:10][C:11]1[CH:16]=[CH:15][CH:14]=[CH:13][CH:12]=1)=[O:8].C(Br)C=C. The catalyst is CC#N.C1OCCOCCOCCOCCOCCOC1. The product is [C:7]([NH:17][CH2:18][CH2:19][CH2:20][CH2:21][C:22]1[CH:27]=[CH:26][C:25]([O:28][CH2:3][CH:2]=[CH2:1])=[CH:24][CH:23]=1)([O:9][CH2:10][C:11]1[CH:12]=[CH:13][CH:14]=[CH:15][CH:16]=1)=[O:8]. The yield is 0.710. (7) The reactants are [CH3:1][O:2][C@H:3]([CH2:40][CH2:41][CH2:42][CH2:43][CH2:44][CH2:45][CH3:46])[CH2:4][CH2:5][O:6][C@H:7]1[C@H:16]([OH:17])[C@@H:15]([CH2:18][OH:19])[O:14][CH:9]([O:10]/[CH:11]=[CH:12]/[CH3:13])[C@@H:8]1[O:20][C:21](=[O:39])[CH2:22][CH2:23][CH2:24][CH2:25][CH2:26][CH2:27][CH2:28][CH2:29][CH2:30]/[CH:31]=[CH:32]\[CH2:33][CH2:34][CH2:35][CH2:36][CH2:37][CH3:38].N1C=CC=CC=1.Cl[C:54]([O:56][CH2:57][CH:58]=[CH2:59])=[O:55]. The catalyst is C(Cl)Cl. The product is [CH2:57]([O:56][C:54]([O:19][CH2:18][C@H:15]1[O:14][CH:9]([O:10]/[CH:11]=[CH:12]/[CH3:13])[C@H:8]([O:20][C:21](=[O:39])[CH2:22][CH2:23][CH2:24][CH2:25][CH2:26][CH2:27][CH2:28][CH2:29][CH2:30]/[CH:31]=[CH:32]\[CH2:33][CH2:34][CH2:35][CH2:36][CH2:37][CH3:38])[C@@H:7]([O:6][CH2:5][CH2:4][C@H:3]([O:2][CH3:1])[CH2:40][CH2:41][CH2:42][CH2:43][CH2:44][CH2:45][CH3:46])[C@@H:16]1[OH:17])=[O:55])[CH:58]=[CH2:59]. The yield is 0.900. (8) The product is [N:3]1([C:1]([N:23]2[CH2:22][CH2:21][N:20]([CH:19]([C:13]3[CH:14]=[CH:15][CH:16]=[CH:17][CH:18]=3)[C:26]3[CH:31]=[CH:30][CH:29]=[CH:28][CH:27]=3)[CH2:25][CH2:24]2)=[O:2])[CH:7]=[CH:6][N:5]=[CH:4]1. The yield is 0.751. The reactants are [C:1](N1C=CN=C1)([N:3]1[CH:7]=[CH:6][N:5]=[CH:4]1)=[O:2].[C:13]1([CH:19]([C:26]2[CH:31]=[CH:30][CH:29]=[CH:28][CH:27]=2)[N:20]2[CH2:25][CH2:24][NH:23][CH2:22][CH2:21]2)[CH:18]=[CH:17][CH:16]=[CH:15][CH:14]=1.C1CCN2C(=NCCC2)CC1.C(Cl)Cl. The catalyst is C1COCC1.CO. (9) The reactants are [C:1]([N:9]=[C:10]=[S:11])(=[O:8])[C:2]1[CH:7]=[CH:6][CH:5]=[CH:4][CH:3]=1.[NH:12]1[CH2:17][CH2:16][O:15][CH2:14][CH2:13]1. The catalyst is ClCCl. The product is [NH2:9][C:10]([NH2:12])=[S:11].[C:1]([N:12]1[CH2:17][CH2:16][O:15][CH2:14][CH2:13]1)(=[O:8])[C:2]1[CH:7]=[CH:6][CH:5]=[CH:4][CH:3]=1. The yield is 0.820. (10) The reactants are S(O)(O)(=O)=O.[NH2:6][C:7]1[NH:8][CH:9]=[CH:10][N:11]=1.Br[C:13]1[CH:18]=[CH:17][C:16]([N+:19]([O-:21])=[O:20])=[CH:15][CH:14]=1.C([O-])([O-])=O.[K+].[K+]. The catalyst is CN(C=O)C.CCOC(C)=O.O.C1OCCOCCOCCOCCOCCOC1. The product is [CH:14]1[C:13]([N:8]2[C:7]([NH2:6])=[N:11][CH:10]=[CH:9]2)=[CH:18][CH:17]=[C:16]([N+:19]([O-:21])=[O:20])[CH:15]=1. The yield is 0.980.